Task: Regression/Classification. Given a drug SMILES string, predict its absorption, distribution, metabolism, or excretion properties. Task type varies by dataset: regression for continuous measurements (e.g., permeability, clearance, half-life) or binary classification for categorical outcomes (e.g., BBB penetration, CYP inhibition). Dataset: cyp1a2_veith.. Dataset: CYP1A2 inhibition data for predicting drug metabolism from PubChem BioAssay (1) The compound is CC(=O)Nc1ccc(Sc2ncccc2C(=O)Nc2ccc(F)cc2)cn1. The result is 0 (non-inhibitor). (2) The drug is Cc1ccc(N=C/C(C(=O)C(F)(F)F)=C(\O)c2cccs2)cc1. The result is 1 (inhibitor).